Dataset: Full USPTO retrosynthesis dataset with 1.9M reactions from patents (1976-2016). Task: Predict the reactants needed to synthesize the given product. (1) Given the product [CH3:29][C:30]1[CH:31]=[CH:32][C:33]([CH:36]2[CH2:37][CH2:38][N:39]([C:42]3[CH:43]=[CH:44][C:45]([CH2:46][NH:47][C:24]([C:20]4[N:21]([CH3:23])[CH:22]=[C:18]([NH:17][C:15]([C:10]5[C:9]([C:6]6[CH:5]=[CH:4][C:3]([C:2]([F:28])([F:27])[F:1])=[CH:8][CH:7]=6)=[CH:14][CH:13]=[CH:12][CH:11]=5)=[O:16])[CH:19]=4)=[O:26])=[CH:48][CH:49]=3)[CH2:40][CH2:41]2)=[CH:34][CH:35]=1, predict the reactants needed to synthesize it. The reactants are: [F:1][C:2]([F:28])([F:27])[C:3]1[CH:8]=[CH:7][C:6]([C:9]2[C:10]([C:15]([NH:17][C:18]3[CH:19]=[C:20]([C:24]([OH:26])=O)[N:21]([CH3:23])[CH:22]=3)=[O:16])=[CH:11][CH:12]=[CH:13][CH:14]=2)=[CH:5][CH:4]=1.[CH3:29][C:30]1[CH:35]=[CH:34][C:33]([CH:36]2[CH2:41][CH2:40][N:39]([C:42]3[CH:49]=[CH:48][C:45]([CH2:46][NH2:47])=[CH:44][CH:43]=3)[CH2:38][CH2:37]2)=[CH:32][CH:31]=1.CN(C(ON1N=NC2C=CC=CC1=2)=[N+](C)C)C.[B-](F)(F)(F)F.C(N(CC)CC)C. (2) Given the product [CH2:27]([O:30][N:31]([C@H:13]1[CH2:12][N:11]([C:20]([O:22][C:23]([CH3:24])([CH3:25])[CH3:26])=[O:21])[C@H:10]([CH2:9][O:8][Si:1]([C:4]([CH3:7])([CH3:5])[CH3:6])([CH3:3])[CH3:2])[C:15]([CH:16]2[CH2:17][CH2:18]2)=[CH:14]1)[S:32]([C:35]1[CH:40]=[CH:39][CH:38]=[CH:37][C:36]=1[N+:41]([O-:43])=[O:42])(=[O:34])=[O:33])[CH:28]=[CH2:29], predict the reactants needed to synthesize it. The reactants are: [Si:1]([O:8][CH2:9][C@@H:10]1[C:15]([CH:16]2[CH2:18][CH2:17]2)=[CH:14][C@H:13](O)[CH2:12][N:11]1[C:20]([O:22][C:23]([CH3:26])([CH3:25])[CH3:24])=[O:21])([C:4]([CH3:7])([CH3:6])[CH3:5])([CH3:3])[CH3:2].[CH2:27]([O:30][NH:31][S:32]([C:35]1[CH:40]=[CH:39][CH:38]=[CH:37][C:36]=1[N+:41]([O-:43])=[O:42])(=[O:34])=[O:33])[CH:28]=[CH2:29].C(ON([C@H]1CN(C(OC(C)(C)C)=O)[C@H](CO[Si](C(C)(C)C)(C)C)C=C1C)S(C1C=CC=CC=1[N+]([O-])=O)(=O)=O)C=C. (3) Given the product [CH2:1]([O:8][CH2:9][C:10]1([CH2:14][C:15]2[S:17][CH:18]=[C:19]([C:21]3[CH:26]=[CH:25][CH:24]=[CH:23][CH:22]=3)[N:16]=2)[CH2:13][CH2:12][CH2:11]1)[C:2]1[CH:7]=[CH:6][CH:5]=[CH:4][CH:3]=1, predict the reactants needed to synthesize it. The reactants are: [CH2:1]([O:8][CH2:9][C:10]1([CH2:14][C:15](=[S:17])[NH2:16])[CH2:13][CH2:12][CH2:11]1)[C:2]1[CH:7]=[CH:6][CH:5]=[CH:4][CH:3]=1.[CH2:18](Br)[C:19]([C:21]1[CH:26]=[CH:25][CH:24]=[CH:23][CH:22]=1)=O.